This data is from NCI-60 drug combinations with 297,098 pairs across 59 cell lines. The task is: Regression. Given two drug SMILES strings and cell line genomic features, predict the synergy score measuring deviation from expected non-interaction effect. Drug 1: COC1=NC(=NC2=C1N=CN2C3C(C(C(O3)CO)O)O)N. Drug 2: C#CCC(CC1=CN=C2C(=N1)C(=NC(=N2)N)N)C3=CC=C(C=C3)C(=O)NC(CCC(=O)O)C(=O)O. Cell line: COLO 205. Synergy scores: CSS=55.5, Synergy_ZIP=-3.28, Synergy_Bliss=-6.57, Synergy_Loewe=-3.95, Synergy_HSA=-2.81.